Dataset: Full USPTO retrosynthesis dataset with 1.9M reactions from patents (1976-2016). Task: Predict the reactants needed to synthesize the given product. Given the product [CH2:17]([O:24][C:25]1[CH:32]=[CH:31][C:28]([CH:29]=[CH:11][C:12]([O:14][CH2:15][CH3:16])=[O:13])=[C:27]([O:33][CH2:34][O:35][CH3:36])[CH:26]=1)[C:18]1[CH:19]=[CH:20][CH:21]=[CH:22][CH:23]=1, predict the reactants needed to synthesize it. The reactants are: [H-].[Na+].C(OP([CH2:11][C:12]([O:14][CH2:15][CH3:16])=[O:13])(OCC)=O)C.[CH2:17]([O:24][C:25]1[CH:32]=[CH:31][C:28]([CH:29]=O)=[C:27]([O:33][CH2:34][O:35][CH3:36])[CH:26]=1)[C:18]1[CH:23]=[CH:22][CH:21]=[CH:20][CH:19]=1.O.